From a dataset of Reaction yield outcomes from USPTO patents with 853,638 reactions. Predict the reaction yield, written as a fraction of the theoretical maximum amount of product (1.0 means a 100% yield; for example, 0.34 means a 34% yield). (1) The reactants are [CH3:1][O:2][C:3](=[O:30])[C:4]1[CH:9]=[CH:8][C:7]([O:10]C=CC)=[C:6]([N:14]([S:18]([C:21]2[CH:26]=[C:25]([Cl:27])[CH:24]=[CH:23][C:22]=2[O:28][CH3:29])(=[O:20])=[O:19])[CH:15]=[CH:16]C)[CH:5]=1. The catalyst is C1(C)C=CC=CC=1. The product is [CH3:1][O:2][C:3]([C:4]1[CH:9]=[CH:8][C:7]2[O:10][CH:16]=[CH:15][N:14]([S:18]([C:21]3[CH:26]=[C:25]([Cl:27])[CH:24]=[CH:23][C:22]=3[O:28][CH3:29])(=[O:20])=[O:19])[C:6]=2[CH:5]=1)=[O:30]. The yield is 0.500. (2) The reactants are [CH3:1][O:2][C:3]1[CH:4]=[C:5]([C:13]2[N:22]=[C:21]([C:23]([OH:25])=O)[C:20]3[C:15](=[CH:16][CH:17]=[CH:18][CH:19]=3)[N:14]=2)[CH:6]=[C:7]([O:11][CH3:12])[C:8]=1[O:9][CH3:10].Cl.[OH:27][C:28]1[C:37]([O:38][CH3:39])=[CH:36][CH:35]=[C:34]2[C:29]=1[CH2:30][CH2:31][NH:32][CH2:33]2. No catalyst specified. The product is [CH3:12][O:11][C:7]1[CH:6]=[C:5]([C:13]2[N:22]=[C:21]([C:23]([N:32]3[CH2:31][CH2:30][C:29]4[C:34](=[CH:35][CH:36]=[C:37]([O:38][CH3:39])[C:28]=4[OH:27])[CH2:33]3)=[O:25])[C:20]3[C:15](=[CH:16][CH:17]=[CH:18][CH:19]=3)[N:14]=2)[CH:4]=[C:3]([O:2][CH3:1])[C:8]=1[O:9][CH3:10]. The yield is 0.189. (3) The reactants are [OH-].[Na+].Br[CH2:4][CH2:5][C:6]([C:8]1[CH:13]=[CH:12][C:11]([OH:14])=[CH:10][C:9]=1[OH:15])=[O:7].S(=O)(=O)(O)O. No catalyst specified. The product is [OH:14][C:11]1[CH:10]=[C:9]2[C:8]([C:6](=[O:7])[CH2:5][CH2:4][O:15]2)=[CH:13][CH:12]=1. The yield is 0.630.